This data is from Forward reaction prediction with 1.9M reactions from USPTO patents (1976-2016). The task is: Predict the product of the given reaction. (1) Given the reactants [F:1][C:2]1[CH:7]=[CH:6][C:5]([C:8]2[CH:12]=[C:11]([CH2:13][CH2:14][OH:15])[NH:10][N:9]=2)=[CH:4][CH:3]=1.C1C(=O)N([I:23])C(=O)C1, predict the reaction product. The product is: [F:1][C:2]1[CH:3]=[CH:4][C:5]([C:8]2[C:12]([I:23])=[C:11]([CH2:13][CH2:14][OH:15])[NH:10][N:9]=2)=[CH:6][CH:7]=1. (2) The product is: [Br:1][C:2]1[CH:7]=[CH:6][CH:5]=[CH:4][C:3]=1[CH2:8][CH:9]([OH:15])[CH2:10][C:11]([F:13])([F:14])[F:12]. Given the reactants [Br:1][C:2]1[CH:7]=[CH:6][CH:5]=[CH:4][C:3]=1[CH2:8][C:9](=[O:15])[CH2:10][C:11]([F:14])([F:13])[F:12].[BH4-].[Na+], predict the reaction product. (3) Given the reactants Br[C:2]1[CH:3]=[C:4]([NH:8][C:9]2[S:10][CH:11]=[N:12][N:13]=2)[CH:5]=[CH:6][CH:7]=1.[B:14]1([B:14]2[O:18][C:17]([CH3:20])([CH3:19])[C:16]([CH3:22])([CH3:21])[O:15]2)[O:18][C:17]([CH3:20])([CH3:19])[C:16]([CH3:22])([CH3:21])[O:15]1.CC([O-])=O.[K+], predict the reaction product. The product is: [S:10]1[CH:11]=[N:12][N:13]=[C:9]1[NH:8][C:4]1[CH:3]=[C:2]([B:14]2[O:18][C:17]([CH3:20])([CH3:19])[C:16]([CH3:22])([CH3:21])[O:15]2)[CH:7]=[CH:6][CH:5]=1. (4) Given the reactants Br[C:2]1[CH:3]=[C:4]2[O:11][CH2:10][CH2:9][O:8][C:5]2=[N:6][CH:7]=1.[CH2:12]([O:14]C([Sn](CCCC)(CCCC)CCCC)=C)[CH3:13].Cl, predict the reaction product. The product is: [O:11]1[C:4]2[C:5](=[N:6][CH:7]=[C:2]([C:12](=[O:14])[CH3:13])[CH:3]=2)[O:8][CH2:9][CH2:10]1. (5) Given the reactants [CH3:1][N:2]([CH3:11])[CH2:3][CH2:4][N:5]1[CH2:10][CH2:9][NH:8][CH2:7][CH2:6]1.[CH3:12][Si:13]([CH3:28])([CH2:22][CH2:23][Si:24]([CH3:27])([CH3:26])[CH3:25])[CH2:14][CH2:15][CH2:16][O:17][CH2:18][CH:19]1[CH2:21][O:20]1, predict the reaction product. The product is: [CH3:1][N:2]([CH3:11])[CH2:3][CH2:4][N:5]1[CH2:10][CH2:9][N:8]([CH2:21][CH:19]([OH:20])[CH2:18][O:17][CH2:16][CH2:15][CH2:14][Si:13]([CH3:12])([CH3:28])[CH2:22][CH2:23][Si:24]([CH3:27])([CH3:26])[CH3:25])[CH2:7][CH2:6]1. (6) Given the reactants [N:1]([CH2:4][C:5](=[O:24])[CH2:6][C:7]1[CH:12]=[CH:11][C:10]([CH2:13][CH2:14][C:15]2[N:16]=[C:17]([NH:20][C:21](=[O:23])[CH3:22])[S:18][CH:19]=2)=[CH:9][CH:8]=1)=[N+]=[N-].[ClH:25].[H][H], predict the reaction product. The product is: [ClH:25].[NH2:1][CH2:4][C:5](=[O:24])[CH2:6][C:7]1[CH:12]=[CH:11][C:10]([CH2:13][CH2:14][C:15]2[N:16]=[C:17]([NH:20][C:21](=[O:23])[CH3:22])[S:18][CH:19]=2)=[CH:9][CH:8]=1. (7) Given the reactants [NH2:1][C@H:2]([C@@H:6]([OH:8])[CH3:7])[C:3]([OH:5])=[O:4].[CH:9](=O)[C:10]1[CH:15]=[CH:14][CH:13]=[CH:12][CH:11]=1.[BH4-].[Na+].Cl, predict the reaction product. The product is: [CH2:9]([NH:1][C@H:2]([C@@H:6]([OH:8])[CH3:7])[C:3]([OH:5])=[O:4])[C:10]1[CH:15]=[CH:14][CH:13]=[CH:12][CH:11]=1.